Task: Predict the reactants needed to synthesize the given product.. Dataset: Retrosynthesis with 50K atom-mapped reactions and 10 reaction types from USPTO Given the product CC(C)(C)c1ccc(CO)s1, predict the reactants needed to synthesize it. The reactants are: CC(C)(C)c1ccc(C(=O)O)s1.